From a dataset of Forward reaction prediction with 1.9M reactions from USPTO patents (1976-2016). Predict the product of the given reaction. (1) The product is: [CH3:14][C:15]1[CH:20]=[CH:19][C:18]([O:21][C:22]2[CH:23]=[C:24]([CH2:25][NH:26][C:4](=[O:6])[C:3]3[CH:7]=[CH:8][C:9]([CH2:11][O:12][CH3:13])=[N:10][C:2]=3[NH2:1])[CH:27]=[CH:28][CH:29]=2)=[CH:17][CH:16]=1. Given the reactants [NH2:1][C:2]1[N:10]=[C:9]([CH2:11][O:12][CH3:13])[CH:8]=[CH:7][C:3]=1[C:4]([OH:6])=O.[CH3:14][C:15]1[CH:20]=[CH:19][C:18]([O:21][C:22]2[CH:23]=[C:24]([CH:27]=[CH:28][CH:29]=2)[CH2:25][NH2:26])=[CH:17][CH:16]=1.C(N(CC)CC)C.CN([P+](ON1N=NC2C=CC=CC1=2)(N(C)C)N(C)C)C.F[P-](F)(F)(F)(F)F, predict the reaction product. (2) Given the reactants [CH2:1]([Li])CCC.CCCCCC.[C:12]([O:16][C:17]([C@@:19]1([CH:33]=O)[CH2:23][C:22](=[O:24])[N:21]([C@@H:25]([C:27]2[CH:32]=[CH:31][CH:30]=[CH:29][CH:28]=2)[CH3:26])[CH2:20]1)=[O:18])([CH3:15])([CH3:14])[CH3:13].[Cl-].[NH4+], predict the reaction product. The product is: [C:12]([O:16][C:17]([C@@:19]1([CH:33]=[CH2:1])[CH2:23][C:22](=[O:24])[N:21]([C@@H:25]([C:27]2[CH:28]=[CH:29][CH:30]=[CH:31][CH:32]=2)[CH3:26])[CH2:20]1)=[O:18])([CH3:14])([CH3:13])[CH3:15]. (3) Given the reactants Br[C:2]1[CH:7]=[CH:6][CH:5]=[CH:4][C:3]=1[CH2:8][C:9]([OH:11])=[O:10].[CH3:12][O:13][C:14]1[CH:19]=[CH:18][CH:17]=[C:16]([NH2:20])[CH:15]=1, predict the reaction product. The product is: [CH3:12][O:13][C:14]1[CH:15]=[C:16]([NH:20][C:2]2[CH:7]=[CH:6][CH:5]=[CH:4][C:3]=2[CH2:8][C:9]([OH:11])=[O:10])[CH:17]=[CH:18][CH:19]=1. (4) Given the reactants [Cl:1][C:2]1[C:6]([C:7]([OH:9])=O)=[CH:5][N:4]([C:10]2[N:15]=[CH:14][CH:13]=[CH:12][N:11]=2)[N:3]=1.CCN(C(C)C)C(C)C.[CH3:25][C:26]1[N:31]=[CH:30][C:29]([C:32]2([CH2:38][NH2:39])[CH2:37][CH2:36][CH2:35][CH2:34][CH2:33]2)=[CH:28][CH:27]=1.F[P-](F)(F)(F)(F)F.N1(O[P+](N(C)C)(N(C)C)N(C)C)C2C=CC=CC=2N=N1, predict the reaction product. The product is: [Cl:1][C:2]1[C:6]([C:7]([NH:39][CH2:38][C:32]2([C:29]3[CH:30]=[N:31][C:26]([CH3:25])=[CH:27][CH:28]=3)[CH2:33][CH2:34][CH2:35][CH2:36][CH2:37]2)=[O:9])=[CH:5][N:4]([C:10]2[N:15]=[CH:14][CH:13]=[CH:12][N:11]=2)[N:3]=1.